Task: Predict the reactants needed to synthesize the given product.. Dataset: Full USPTO retrosynthesis dataset with 1.9M reactions from patents (1976-2016) (1) Given the product [Cl:28][C:29]1[CH:30]=[C:31]([CH:32]([C:3]2[N:2]([CH3:1])[CH:6]=[C:5]([C:7]3[O:11][N:10]=[C:9]([C:12]4[CH:13]=[CH:14][C:15]([O:18][C:19]([F:20])([F:22])[F:21])=[CH:16][CH:17]=4)[N:8]=3)[N:4]=2)[OH:33])[CH:34]=[CH:35][N:36]=1, predict the reactants needed to synthesize it. The reactants are: [CH3:1][N:2]1[CH:6]=[C:5]([C:7]2[O:11][N:10]=[C:9]([C:12]3[CH:17]=[CH:16][C:15]([O:18][C:19]([F:22])([F:21])[F:20])=[CH:14][CH:13]=3)[N:8]=2)[N:4]=[CH:3]1.[Li]CCCC.[Cl:28][C:29]1[CH:30]=[C:31]([CH:34]=[CH:35][N:36]=1)[CH:32]=[O:33]. (2) Given the product [CH3:1][O:2][C:3](=[O:34])[CH2:4][C@H:5]1[C:9]2[CH:10]=[CH:11][C:12]([O:14][C@H:15]3[C:23]4[C:18](=[C:19]([C:36]5[C:41]([CH3:42])=[CH:40][C:39]([C:43]6[N:44]([CH3:49])[CH:45]=[C:46]([CH3:48])[N:47]=6)=[CH:38][C:37]=5[CH3:50])[CH:20]=[CH:21][C:22]=4[F:24])[CH2:17][CH2:16]3)=[CH:13][C:8]=2[O:7][CH2:6]1, predict the reactants needed to synthesize it. The reactants are: [CH3:1][O:2][C:3](=[O:34])[CH2:4][C@H:5]1[C:9]2[CH:10]=[CH:11][C:12]([O:14][C@H:15]3[C:23]4[C:18](=[C:19](B5OC(C)(C)C(C)(C)O5)[CH:20]=[CH:21][C:22]=4[F:24])[CH2:17][CH2:16]3)=[CH:13][C:8]=2[O:7][CH2:6]1.Cl[C:36]1[C:41]([CH3:42])=[CH:40][C:39]([C:43]2[N:44]([CH3:49])[CH:45]=[C:46]([CH3:48])[N:47]=2)=[CH:38][C:37]=1[CH3:50].BrC1C=CC(F)=C2C=1CC[C@H]2OC1C=CC2[C@H](CC(OC)=O)COC=2C=1. (3) Given the product [Cl:7][C:8]1[C:12]([N:1]2[CH2:6][CH2:5][S:4][CH2:3][CH2:2]2)=[N:11][S:10][N:9]=1, predict the reactants needed to synthesize it. The reactants are: [NH:1]1[CH2:6][CH2:5][S:4][CH2:3][CH2:2]1.[Cl:7][C:8]1[C:12](Cl)=[N:11][S:10][N:9]=1. (4) The reactants are: [NH2:1][C:2]1[C:7]([CH3:8])=[CH:6][C:5]([C:9]([OH:18])([C:14]([F:17])([F:16])[F:15])[C:10]([F:13])([F:12])[F:11])=[CH:4][C:3]=1[CH3:19].N1C=CC=CC=1.[N+:26]([C:29]1[CH:30]=[C:31]([CH:35]=[CH:36][CH:37]=1)[C:32](Cl)=[O:33])([O-:28])=[O:27].O. Given the product [F:17][C:14]([F:15])([F:16])[C:9]([C:5]1[CH:6]=[C:7]([CH3:8])[C:2]([NH:1][C:32](=[O:33])[C:31]2[CH:35]=[CH:36][CH:37]=[C:29]([N+:26]([O-:28])=[O:27])[CH:30]=2)=[C:3]([CH3:19])[CH:4]=1)([OH:18])[C:10]([F:11])([F:12])[F:13], predict the reactants needed to synthesize it. (5) Given the product [NH2:21][CH2:20][C:19]1[CH:29]=[CH:30][C:16]([CH2:15][N:14]2[C:10]3[C:9]4[CH:8]=[CH:7][C:6]([C:35]5[CH:36]=[N:37][CH:38]=[CH:39][CH:40]=5)=[CH:5][C:4]=4[N:3]=[C:2]([NH2:1])[C:11]=3[N:12]=[C:13]2[CH2:31][O:32][CH2:33][CH3:34])=[CH:17][CH:18]=1, predict the reactants needed to synthesize it. The reactants are: [NH2:1][C:2]1[C:11]2[N:12]=[C:13]([CH2:31][O:32][CH2:33][CH3:34])[N:14]([CH2:15][C:16]3[CH:30]=[CH:29][C:19]([CH2:20][NH:21]C(=O)OC(C)(C)C)=[CH:18][CH:17]=3)[C:10]=2[C:9]2[CH:8]=[CH:7][C:6]([C:35]3[CH:36]=[N:37][CH:38]=[CH:39][CH:40]=3)=[CH:5][C:4]=2[N:3]=1.